From a dataset of Forward reaction prediction with 1.9M reactions from USPTO patents (1976-2016). Predict the product of the given reaction. (1) Given the reactants [NH2:1][C:2]1[CH:10]=[CH:9][C:5]([C:6]([OH:8])=O)=[CH:4][N:3]=1.[CH2:11]([C:18]1[S:22][C:21]([CH2:23][NH2:24])=[CH:20][CH:19]=1)[C:12]1[CH:17]=[CH:16][CH:15]=[CH:14][CH:13]=1.F[P-](F)(F)(F)(F)F.N1([P+](N(C)C)(N(C)C)N(C)C)C2C=CC=CC=2N=N1.C(N(CC)CC)C, predict the reaction product. The product is: [NH2:1][C:2]1[CH:10]=[CH:9][C:5]([C:6]([NH:24][CH2:23][C:21]2[S:22][C:18]([CH2:11][C:12]3[CH:17]=[CH:16][CH:15]=[CH:14][CH:13]=3)=[CH:19][CH:20]=2)=[O:8])=[CH:4][N:3]=1. (2) Given the reactants Br[C:2]1[CH:3]=[C:4]([CH2:7][O:8][Si:9]([C:12]([CH3:15])([CH3:14])[CH3:13])([CH3:11])[CH3:10])[S:5][CH:6]=1.C1COCC1.[Cl-].[Cl:22][C:23]1[CH:24]=[C:25]([CH:28]=[CH:29][CH:30]=1)[CH2:26][Zn+], predict the reaction product. The product is: [C:12]([Si:9]([O:8][CH2:7][C:4]1[S:5][CH:6]=[C:2]([CH2:26][C:25]2[CH:28]=[CH:29][CH:30]=[C:23]([Cl:22])[CH:24]=2)[CH:3]=1)([CH3:11])[CH3:10])([CH3:15])([CH3:14])[CH3:13]. (3) Given the reactants [OH:1][C@H:2]([CH:7]([CH3:9])[CH3:8])[C:3]([O:5][CH3:6])=[O:4].[Cl:10][C:11]1[CH:16]=[CH:15][C:14]([CH3:17])=[CH:13][C:12]=1O, predict the reaction product. The product is: [Cl:10][C:11]1[CH:16]=[CH:15][C:14]([CH3:17])=[CH:13][C:12]=1[O:1][C@@H:2]([CH:7]([CH3:9])[CH3:8])[C:3]([O:5][CH3:6])=[O:4]. (4) Given the reactants [Cl:1][C:2]1[CH:10]=[CH:9][C:8]2[NH:7][C:6]3[CH2:11][CH2:12][N:13]([CH3:15])[CH2:14][C:5]=3[C:4]=2[CH:3]=1.[OH-].[K+].Br[CH2:19][C:20]1([C:25]2[CH:30]=[CH:29][C:28]([Cl:31])=[CH:27][CH:26]=2)[O:24][CH2:23][CH2:22][O:21]1.O, predict the reaction product. The product is: [Cl:1][C:2]1[CH:10]=[CH:9][C:8]2[N:7]([CH2:19][C:20]3([C:25]4[CH:30]=[CH:29][C:28]([Cl:31])=[CH:27][CH:26]=4)[O:21][CH2:22][CH2:23][O:24]3)[C:6]3[CH2:11][CH2:12][N:13]([CH3:15])[CH2:14][C:5]=3[C:4]=2[CH:3]=1. (5) Given the reactants Cl[C:2]1[N:7]=[C:6]([C:8]2[CH:9]=[C:10]3[C:14](=[CH:15][CH:16]=2)[N:13]([CH:17]2[CH2:22][CH2:21][CH2:20][CH2:19][O:18]2)[N:12]=[C:11]3[C:23]2[N:28]=[C:27]([O:29][C@@H:30]3[CH2:35][CH2:34][CH2:33][N:32]([C:36]([O:38][C:39]([CH3:42])([CH3:41])[CH3:40])=[O:37])[CH2:31]3)[CH:26]=[N:25][CH:24]=2)[CH:5]=[CH:4][N:3]=1.[CH:43]1([NH2:46])[CH2:45][CH2:44]1.CCN(C(C)C)C(C)C.Cl, predict the reaction product. The product is: [CH:43]1([NH:46][C:2]2[N:7]=[C:6]([C:8]3[CH:9]=[C:10]4[C:14](=[CH:15][CH:16]=3)[N:13]([CH:17]3[CH2:22][CH2:21][CH2:20][CH2:19][O:18]3)[N:12]=[C:11]4[C:23]3[N:28]=[C:27]([O:29][C@@H:30]4[CH2:35][CH2:34][CH2:33][N:32]([C:36]([O:38][C:39]([CH3:42])([CH3:40])[CH3:41])=[O:37])[CH2:31]4)[CH:26]=[N:25][CH:24]=3)[CH:5]=[CH:4][N:3]=2)[CH2:45][CH2:44]1. (6) Given the reactants [F:1][C:2]1[CH:7]=[C:6](B2OC(C)(C)C(C)(C)O2)[CH:5]=[CH:4][C:3]=1[C:17]([N:19]1[CH2:24][CH2:23][N:22]([C:25]([O:27][C:28]([CH3:31])([CH3:30])[CH3:29])=[O:26])[CH2:21][CH2:20]1)=[O:18].Cl[C:33]1[O:34][C:35]2[CH:41]=[C:40]([F:42])[CH:39]=[CH:38][C:36]=2[N:37]=1.C(=O)([O-])[O-].[Na+].[Na+].C(O)C, predict the reaction product. The product is: [F:1][C:2]1[CH:7]=[C:6]([C:33]2[O:34][C:35]3[CH:41]=[C:40]([F:42])[CH:39]=[CH:38][C:36]=3[N:37]=2)[CH:5]=[CH:4][C:3]=1[C:17]([N:19]1[CH2:24][CH2:23][N:22]([C:25]([O:27][C:28]([CH3:30])([CH3:31])[CH3:29])=[O:26])[CH2:21][CH2:20]1)=[O:18]. (7) Given the reactants C[Si](C)(C)CCOC[N:7](COCC[Si](C)(C)C)[C:8]1[N:13]2[N:14]=[CH:15][C:16]([C:17]3[CH:18]=[N:19][C:20]4[C:25]([CH:26]=3)=[CH:24][CH:23]=[CH:22][CH:21]=4)=[C:12]2[N:11]=[C:10]([O:27][C:28]2[CH:33]=[CH:32][C:31]([CH2:34][C:35]([O:37][CH3:38])=[O:36])=[CH:30][CH:29]=2)[C:9]=1[Br:39].C(O)(C(F)(F)F)=O.O, predict the reaction product. The product is: [NH2:7][C:8]1[N:13]2[N:14]=[CH:15][C:16]([C:17]3[CH:18]=[N:19][C:20]4[C:25]([CH:26]=3)=[CH:24][CH:23]=[CH:22][CH:21]=4)=[C:12]2[N:11]=[C:10]([O:27][C:28]2[CH:29]=[CH:30][C:31]([CH2:34][C:35]([O:37][CH3:38])=[O:36])=[CH:32][CH:33]=2)[C:9]=1[Br:39]. (8) The product is: [Cl:21][C:5]1[CH:4]=[C:3]([N+:22]([O-:24])=[O:23])[C:2]([NH:1][C:31](=[O:32])[C:30]2[CH:34]=[CH:35][C:27]([CH2:26][N:38]([CH3:39])[CH3:37])=[CH:28][CH:29]=2)=[CH:7][C:6]=1[N:8]1[CH2:9][CH2:10][N:11]([C:14]([O:16][C:17]([CH3:18])([CH3:19])[CH3:20])=[O:15])[CH2:12][CH2:13]1. Given the reactants [NH2:1][C:2]1[C:3]([N+:22]([O-:24])=[O:23])=[CH:4][C:5]([Cl:21])=[C:6]([N:8]2[CH2:13][CH2:12][N:11]([C:14]([O:16][C:17]([CH3:20])([CH3:19])[CH3:18])=[O:15])[CH2:10][CH2:9]2)[CH:7]=1.Cl[CH2:26][C:27]1[CH:35]=[CH:34][C:30]([C:31](Cl)=[O:32])=[CH:29][CH:28]=1.C[CH2:37][N:38](P1(N(C)CCCN1C)=NC(C)(C)C)[CH2:39]C.CNC, predict the reaction product. (9) Given the reactants Br[C:2]1[CH:7]=[CH:6][C:5]([C:8]2([C:11]3[N:15]4[CH2:16][CH2:17][S:18][C:19]([CH2:22][O:23][Si:24]([C:27]([CH3:30])([CH3:29])[CH3:28])([CH3:26])[CH3:25])([CH3:21])[CH2:20][C:14]4=[N:13][N:12]=3)[CH2:10][CH2:9]2)=[C:4]([F:31])[CH:3]=1.[CH3:32][N:33]1[CH:37]=[C:36](B2OC(C)(C)C(C)(C)O2)[CH:35]=[N:34]1.C(=O)([O-])[O-].[K+].[K+], predict the reaction product. The product is: [Si:24]([O:23][CH2:22][C:19]1([CH3:21])[S:18][CH2:17][CH2:16][N:15]2[C:11]([C:8]3([C:5]4[CH:6]=[CH:7][C:2]([C:36]5[CH:35]=[N:34][N:33]([CH3:32])[CH:37]=5)=[CH:3][C:4]=4[F:31])[CH2:10][CH2:9]3)=[N:12][N:13]=[C:14]2[CH2:20]1)([C:27]([CH3:30])([CH3:29])[CH3:28])([CH3:26])[CH3:25]. (10) Given the reactants [F:1][C:2]([F:17])([F:16])[C:3]1[CH:4]=[C:5]([CH:13]=[CH:14][CH:15]=1)[C:6]([NH:8][CH2:9][C:10]([OH:12])=O)=[O:7].CN1CCOCC1.[CH2:25]([N:32]1[CH2:36][CH2:35][C@@H:34]([NH2:37])[CH2:33]1)[C:26]1[CH:31]=[CH:30][CH:29]=[CH:28][CH:27]=1.CC#N, predict the reaction product. The product is: [CH2:25]([N:32]1[CH2:36][CH2:35][C@@H:34]([NH:37][C:10](=[O:12])[CH2:9][NH:8][C:6](=[O:7])[C:5]2[CH:13]=[CH:14][CH:15]=[C:3]([C:2]([F:1])([F:17])[F:16])[CH:4]=2)[CH2:33]1)[C:26]1[CH:27]=[CH:28][CH:29]=[CH:30][CH:31]=1.